Dataset: Full USPTO retrosynthesis dataset with 1.9M reactions from patents (1976-2016). Task: Predict the reactants needed to synthesize the given product. (1) Given the product [NH2:1][CH2:2][CH2:3][C:4]([OH:6])=[O:5].[S:14]1[CH2:20][CH2:19][CH2:18][CH2:17][NH:16][S:15]1, predict the reactants needed to synthesize it. The reactants are: [NH:1](C(OC(C)(C)C)=O)[CH2:2][CH2:3][C:4]([OH:6])=[O:5].[S:14]1[CH2:20][CH2:19][CH2:18][CH2:17][NH:16][S:15]1.FC(F)(F)C(O)=O. (2) Given the product [Cl:10][C:7]1[CH:8]=[CH:9][C:2]([N:11]2[CH2:15][CH2:14][CH2:13][C:12]2=[O:16])=[C:3]([CH:6]=1)[C:4]#[N:5], predict the reactants needed to synthesize it. The reactants are: Br[C:2]1[CH:9]=[CH:8][C:7]([Cl:10])=[CH:6][C:3]=1[C:4]#[N:5].[NH:11]1[CH2:15][CH2:14][CH2:13][C:12]1=[O:16].C(=O)([O-])[O-].[Cs+].[Cs+]. (3) Given the product [Br:1][C:2]1[CH:3]=[CH:4][CH:5]=[C:6]2[C:10]=1[N:9]([CH3:11])[N:8]=[C:7]2[NH:12][S:23]([CH3:22])(=[O:25])=[O:24], predict the reactants needed to synthesize it. The reactants are: [Br:1][C:2]1[CH:3]=[CH:4][CH:5]=[C:6]2[C:10]=1[N:9]([CH3:11])[N:8]=[C:7]2[NH2:12].C(N(CC)C(C)C)(C)C.[CH3:22][S:23](Cl)(=[O:25])=[O:24]. (4) Given the product [CH3:14][C:15]1[CH:16]=[CH:17][C:18]([C:21]([CH:23]([CH2:25][N:26]2[CH2:31][CH2:30][CH2:29][CH2:28][CH2:27]2)[CH3:24])=[O:22])=[CH:19][CH:20]=1.[C:1]([O-:13])(=[O:12])[CH2:2][C:3]([CH2:8][C:9]([O-:11])=[O:10])([C:5]([O-:7])=[O:6])[OH:4], predict the reactants needed to synthesize it. The reactants are: [C:1]([OH:13])(=[O:12])[CH2:2][C:3]([CH2:8][C:9]([OH:11])=[O:10])([C:5]([OH:7])=[O:6])[OH:4].[CH3:14][C:15]1[CH:16]=[CH:17][C:18]([C:21]([CH:23]([CH2:25][N:26]2[CH2:31][CH2:30][CH2:29][CH2:28][CH2:27]2)[CH3:24])=[O:22])=[CH:19][CH:20]=1. (5) Given the product [ClH:11].[CH3:1][C:2]1[CH:3]=[C:4]([CH:8]=[CH:9][CH:10]=1)[CH2:5][NH2:6], predict the reactants needed to synthesize it. The reactants are: [CH3:1][C:2]1[CH:3]=[C:4]([CH:8]=[CH:9][CH:10]=1)[CH:5]=[N:6]O.[ClH:11]. (6) Given the product [Si:43]([O:5][C:6]([NH:8][C@@H:9]1[CH2:17][C:16]2[C:11](=[CH:12][CH:13]=[CH:14][CH:15]=2)[C@H:10]1[CH2:18][O:19][CH:20]([CH3:28])[C:21]([O:23][C:24]([CH3:26])([CH3:27])[CH3:25])=[O:22])=[O:7])([C:46]([CH3:49])([CH3:48])[CH3:47])([CH3:45])[CH3:44], predict the reactants needed to synthesize it. The reactants are: C([O:5][C:6]([NH:8][C@@H:9]1[CH2:17][C:16]2[C:11](=[CH:12][CH:13]=[CH:14][CH:15]=2)[C@H:10]1[CH2:18][O:19][CH:20]([CH3:28])[C:21]([O:23][C:24]([CH3:27])([CH3:26])[CH3:25])=[O:22])=[O:7])(C)(C)C.N1C(C)=CC=CC=1C.FC(F)(F)S(O[Si:43]([C:46]([CH3:49])([CH3:48])[CH3:47])([CH3:45])[CH3:44])(=O)=O.[Cl-].[NH4+]. (7) The reactants are: [CH:1]([C:4]1[CH:5]=[C:6]([CH2:21]O)[CH:7]=[CH:8][C:9]=1[O:10][Si:11]([CH:18]([CH3:20])[CH3:19])([CH:15]([CH3:17])[CH3:16])[CH:12]([CH3:14])[CH3:13])([CH3:3])[CH3:2].S(Cl)([Cl:25])=O. Given the product [Cl:25][CH2:21][C:6]1[CH:7]=[CH:8][C:9]([O:10][Si:11]([CH:18]([CH3:20])[CH3:19])([CH:15]([CH3:17])[CH3:16])[CH:12]([CH3:14])[CH3:13])=[C:4]([CH:1]([CH3:3])[CH3:2])[CH:5]=1, predict the reactants needed to synthesize it. (8) The reactants are: [CH3:1][N:2]1[C:31](=[O:32])[CH:5]2[CH:6](/[CH:13]=[CH:14]/[C:15]3[CH:20]=[CH:19][C:18]([C:21]4[CH:26]=[CH:25][CH:24]=[C:23](C(F)(F)F)[CH:22]=4)=[CH:17][N:16]=3)[N:7]3[CH:12]([CH:4]2[C:3]1=[O:33])[CH2:11][CH2:10][CH2:9][CH2:8]3.BrC1C=CC(/C=C/C2N3C(CCCC3)C3C(=O)N(C)[C:54](=[O:55])C23)=NC=1.COC1C=CC=CC=1B(O)O. Given the product [CH3:54][O:55][C:26]1[CH:25]=[CH:24][CH:23]=[CH:22][C:21]=1[C:18]1[CH:19]=[CH:20][C:15](/[CH:14]=[CH:13]/[CH:6]2[N:7]3[CH:12]([CH2:11][CH2:10][CH2:9][CH2:8]3)[CH:4]3[C:3](=[O:33])[N:2]([CH3:1])[C:31](=[O:32])[CH:5]23)=[N:16][CH:17]=1, predict the reactants needed to synthesize it. (9) Given the product [N:4]1([CH2:3][CH2:2][N:17]2[C:13](=[O:23])[C:14]3[C:15](=[CH:19][CH:20]=[CH:21][CH:22]=3)[C:16]2=[O:18])[C:12]2[C:7](=[CH:8][CH:9]=[CH:10][CH:11]=2)[CH:6]=[CH:5]1, predict the reactants needed to synthesize it. The reactants are: Cl[CH2:2][CH2:3][N:4]1[C:12]2[C:7](=[CH:8][CH:9]=[CH:10][CH:11]=2)[CH:6]=[CH:5]1.[C:13]1(=[O:23])[NH:17][C:16](=[O:18])[C:15]2=[CH:19][CH:20]=[CH:21][CH:22]=[C:14]12.[K].